Dataset: Forward reaction prediction with 1.9M reactions from USPTO patents (1976-2016). Task: Predict the product of the given reaction. (1) The product is: [ClH:42].[CH3:21][N:20]([C:18]1[CH:17]=[CH:16][C:15]([O:36][CH3:37])=[C:14]([N:11]2[CH2:10][CH2:9][NH:8][CH2:13][CH2:12]2)[CH:19]=1)[S:22]([C:25]1[C:33]2[O:32][C:31]([F:35])([F:34])[O:30][C:29]=2[CH:28]=[CH:27][CH:26]=1)(=[O:24])=[O:23]. Given the reactants C(OC([N:8]1[CH2:13][CH2:12][N:11]([C:14]2[CH:19]=[C:18]([N:20]([S:22]([C:25]3[C:33]4[O:32][C:31]([F:35])([F:34])[O:30][C:29]=4[CH:28]=[CH:27][CH:26]=3)(=[O:24])=[O:23])[CH3:21])[CH:17]=[CH:16][C:15]=2[O:36][CH3:37])[CH2:10][CH2:9]1)=O)(C)(C)C.[H-].[Na+].CI.[ClH:42], predict the reaction product. (2) Given the reactants [Cl:1][C:2]1[C:32]([CH3:33])=[CH:31][C:5]([O:6][CH2:7][CH2:8][CH2:9][C:10]2[C:18]3[C:13](=[C:14]([C:19]4[C:20]([CH3:26])=[N:21][N:22]([CH3:25])[C:23]=4[CH3:24])[CH:15]=[CH:16][CH:17]=3)[NH:12][C:11]=2[C:27]([F:30])([F:29])[F:28])=[CH:4][C:3]=1[CH3:34].Br[CH2:36][C:37]1[CH:42]=[CH:41][C:40]([CH2:43][C:44]([O:46][CH2:47][CH3:48])=[O:45])=[CH:39][CH:38]=1, predict the reaction product. The product is: [Cl:1][C:2]1[C:32]([CH3:33])=[CH:31][C:5]([O:6][CH2:7][CH2:8][CH2:9][C:10]2[C:18]3[C:13](=[C:14]([C:19]4[C:20]([CH3:26])=[N:21][N:22]([CH3:25])[C:23]=4[CH3:24])[CH:15]=[CH:16][CH:17]=3)[N:12]([CH2:36][C:37]3[CH:38]=[CH:39][C:40]([CH2:43][C:44]([O:46][CH2:47][CH3:48])=[O:45])=[CH:41][CH:42]=3)[C:11]=2[C:27]([F:30])([F:29])[F:28])=[CH:4][C:3]=1[CH3:34]. (3) Given the reactants C1C=CC(P(C2C=CC=CC=2)C2C=CC=CC=2)=CC=1.CCOC(/N=N/C(OCC)=O)=O.[C:32]([O:36][C:37]([N:39]1[CH2:43][CH2:42][C@@H:41]([OH:44])[CH2:40]1)=[O:38])([CH3:35])([CH3:34])[CH3:33].[Cl:45][C:46]1[C:51]([Br:52])=[CH:50][C:49](O)=[CH:48][N:47]=1, predict the reaction product. The product is: [Cl:45][C:46]1[C:51]([Br:52])=[CH:50][C:49]([O:44][C@@H:41]2[CH2:42][CH2:43][N:39]([C:37]([O:36][C:32]([CH3:35])([CH3:33])[CH3:34])=[O:38])[CH2:40]2)=[CH:48][N:47]=1. (4) The product is: [O:28]=[C:25]1[C:26]2[C:22](=[CH:21][CH:20]=[C:19]([NH:18][C:13]3[N:12]=[C:11]([C:7]4[CH:6]=[C:5]([NH:4][C:1](=[O:3])[CH3:2])[CH:10]=[CH:9][CH:8]=4)[CH:16]=[N:15][CH:14]=3)[CH:27]=2)[CH2:23][O:24]1. Given the reactants [C:1]([NH:4][C:5]1[CH:6]=[C:7]([C:11]2[CH:16]=[N:15][CH:14]=[C:13](Cl)[N:12]=2)[CH:8]=[CH:9][CH:10]=1)(=[O:3])[CH3:2].[NH2:18][C:19]1[CH:27]=[C:26]2[C:22]([CH2:23][O:24][C:25]2=[O:28])=[CH:21][CH:20]=1.C1C=CC(P(C2C(C3C(P(C4C=CC=CC=4)C4C=CC=CC=4)=CC=C4C=3C=CC=C4)=C3C(C=CC=C3)=CC=2)C2C=CC=CC=2)=CC=1.CC(C)([O-])C.[Na+], predict the reaction product.